From a dataset of Catalyst prediction with 721,799 reactions and 888 catalyst types from USPTO. Predict which catalyst facilitates the given reaction. (1) Reactant: [H-].[Na+].[O:3]=[C:4]([CH3:14])[CH2:5]P(=O)(OCC)OCC.[CH:15]([C@H:17]1[CH2:22][CH2:21][C@H:20]([NH:23][C:24](=[O:30])[O:25][C:26]([CH3:29])([CH3:28])[CH3:27])[CH2:19][CH2:18]1)=O.[Cl-].[NH4+]. Product: [O:3]=[C:4]([CH3:14])/[CH:5]=[CH:15]/[C@H:17]1[CH2:22][CH2:21][C@H:20]([NH:23][C:24](=[O:30])[O:25][C:26]([CH3:29])([CH3:28])[CH3:27])[CH2:19][CH2:18]1. The catalyst class is: 7. (2) Reactant: C(OC([N:8]1[CH2:13][CH2:12][C@:11]([OH:27])([C:14]2[C:15]([CH3:26])=[N:16][C:17]([CH2:20][O:21][CH2:22][CH2:23][O:24][CH3:25])=[CH:18][CH:19]=2)[C@@H:10]([O:28][CH2:29][C:30]2[CH:31]=[CH:32][C:33]3[O:38][CH2:37][CH2:36][N:35]([CH2:39][CH2:40][CH2:41][O:42][CH3:43])[C:34]=3[CH:44]=2)[CH2:9]1)=O)(C)(C)C.C(O)(C(F)(F)F)=O. Product: [CH3:25][O:24][CH2:23][CH2:22][O:21][CH2:20][C:17]1[N:16]=[C:15]([CH3:26])[C:14]([C@@:11]2([OH:27])[CH2:12][CH2:13][NH:8][CH2:9][C@@H:10]2[O:28][CH2:29][C:30]2[CH:31]=[CH:32][C:33]3[O:38][CH2:37][CH2:36][N:35]([CH2:39][CH2:40][CH2:41][O:42][CH3:43])[C:34]=3[CH:44]=2)=[CH:19][CH:18]=1. The catalyst class is: 2. (3) Reactant: C(B1O[C:9]([CH3:11])([CH3:10])[C:6]([CH3:8])([CH3:7])O1)(C)=C.C(=O)([O-])[O-].[K+].[K+].ClC1C=[C:22]([C:35]2[N:40]=[C:39]([CH3:41])[N:38]=[C:37]([N:42]([CH2:52][C:53]3[CH:58]=[CH:57][C:56]([O:59][CH3:60])=[CH:55][CH:54]=3)[CH2:43][C:44]3[CH:49]=[CH:48][C:47]([O:50][CH3:51])=[CH:46][CH:45]=3)[N:36]=2)[C:23]([NH:26][C:27]2[CH:28]=[N:29][C:30]([O:33][CH3:34])=[CH:31][CH:32]=2)=[N:24]C=1. Product: [CH3:51][O:50][C:47]1[CH:46]=[CH:45][C:44]([CH2:43][N:42]([CH2:52][C:53]2[CH:54]=[CH:55][C:56]([O:59][CH3:60])=[CH:57][CH:58]=2)[C:37]2[N:36]=[C:35]([C:22]3[C:23]([NH:26][C:27]4[CH:28]=[N:29][C:30]([O:33][CH3:34])=[CH:31][CH:32]=4)=[N:24][CH:11]=[C:9]([C:6]([CH3:7])=[CH2:8])[CH:10]=3)[N:40]=[C:39]([CH3:41])[N:38]=2)=[CH:49][CH:48]=1. The catalyst class is: 38. (4) Reactant: [C:1]([C:3]([C:6]1[CH:11]=[CH:10][C:9]([N:12]2[CH2:17][CH2:16][C:15]([OH:18])=[C:14]([C:19]#[N:20])[C:13]2=[O:21])=[CH:8][CH:7]=1)([CH3:5])[CH3:4])#[N:2].[CH3:22]N(C)C=O.C(Cl)(=O)C(Cl)=O. Product: [C:1]([C:3]([C:6]1[CH:7]=[CH:8][C:9]([N:12]2[CH2:17][CH2:16][C:15]([O:18][CH3:22])=[C:14]([C:19]#[N:20])[C:13]2=[O:21])=[CH:10][CH:11]=1)([CH3:5])[CH3:4])#[N:2]. The catalyst class is: 4.